From a dataset of Catalyst prediction with 721,799 reactions and 888 catalyst types from USPTO. Predict which catalyst facilitates the given reaction. (1) Reactant: [Cl:1][C:2]1[C:7]([Cl:8])=[CH:6][CH:5]=[C:4]([N:9]=[C:10]=S)[N:3]=1.C(N(CC)CC)C.Cl.Cl.[NH2:21][CH2:22][C:23]1([OH:31])[CH:28]2[CH2:29][CH2:30][N:25]([CH2:26][CH2:27]2)[CH2:24]1.C(N=C=NC(C)C)(C)C. Product: [Cl:8][C:7]1[CH:6]=[CH:5][C:4]([NH:9][C:10]2[O:31][C@:23]3([CH2:22][N:21]=2)[CH:28]2[CH2:29][CH2:30][N:25]([CH2:26][CH2:27]2)[CH2:24]3)=[N:3][C:2]=1[Cl:1]. The catalyst class is: 9. (2) Reactant: [F:1][C:2]1[CH:3]=[C:4]2[C:9](=[C:10]([F:12])[CH:11]=1)[CH2:8][CH:7]([NH:13][CH:14]([CH2:18][CH2:19][CH3:20])[C:15]([OH:17])=O)[CH2:6][CH2:5]2.[CH2:21]([CH:23]([C:28]1[S:32][C:31]([NH2:33])=[N:30][N:29]=1)[CH2:24][CH2:25][CH2:26][CH3:27])[CH3:22].F[B-](F)(F)F.O=C1C=CC=CN1OC(N(C)C)=[N+](C)C.C(N(C(C)C)CC)(C)C. Product: [CH2:21]([CH:23]([C:28]1[S:32][C:31]([NH:33][C:15](=[O:17])[C@@H:14]([NH:13][CH:7]2[CH2:6][CH2:5][C:4]3[C:9](=[C:10]([F:12])[CH:11]=[C:2]([F:1])[CH:3]=3)[CH2:8]2)[CH2:18][CH2:19][CH3:20])=[N:30][N:29]=1)[CH2:24][CH2:25][CH2:26][CH3:27])[CH3:22]. The catalyst class is: 3. (3) The catalyst class is: 4. Product: [Si:1]([O:8][CH2:9][C:10]#[C:11][CH2:12][I:19])([C:4]([CH3:7])([CH3:6])[CH3:5])([CH3:3])[CH3:2]. Reactant: [Si:1]([O:8][CH2:9][C:10]#[C:11][CH2:12]O)([C:4]([CH3:7])([CH3:6])[CH3:5])([CH3:3])[CH3:2].N1C=CN=C1.[I:19]I.C1(P(C2C=CC=CC=2)C2C=CC=CC=2)C=CC=CC=1. (4) The catalyst class is: 7. Product: [NH:8]1[CH2:9][CH2:10][CH2:11][CH:6]([C:4]([OH:5])=[O:3])[CH2:7]1. Reactant: C([O:3][C:4]([CH:6]1[CH2:11][CH2:10][CH2:9][N:8](C2C=CC(C(N3C4C(=CC=CC=4)[C@H](N(C(=O)C)C4C=CC(Cl)=CC=4)C[C@@H]3C)=O)=CC=2)[CH2:7]1)=[O:5])C.C(O)C.[OH-].[Li+].